From a dataset of Orexin1 receptor HTS with 218,158 compounds and 233 confirmed actives. Binary Classification. Given a drug SMILES string, predict its activity (active/inactive) in a high-throughput screening assay against a specified biological target. (1) The drug is S(c1n(COC(=O)COc2ccc(F)cc2)c(=O)c(nn1)C)C. The result is 0 (inactive). (2) The molecule is S(=O)(=O)(N(CC(=O)Nc1c(c(ccc1)C)C)c1ccc(OC)cc1)c1c([nH]c(=O)[nH]c1=O)C. The result is 0 (inactive). (3) The molecule is O=C1N(N(C1(CC)c1c(OC)cccc1)C(OC)=O)C(OC)=O. The result is 0 (inactive). (4) The molecule is s1c(NC(COC)C)nc(c1C(=O)C)C. The result is 0 (inactive). (5) The drug is s1c(cc(c1NC(=S)Nc1nccc(c1)C)C(OCC)=O)c1ccccc1. The result is 0 (inactive). (6) The molecule is S1\C(NC(=O)C1)=C\C(=O)Nc1ccc(cc1)C. The result is 0 (inactive). (7) The result is 0 (inactive). The molecule is S(=O)(=O)(N1CCCCC1)c1cc(NC(=O)c2cc(F)ccc2)c(N2CCN(CC2)CC)cc1.